Dataset: Reaction yield outcomes from USPTO patents with 853,638 reactions. Task: Predict the reaction yield, written as a fraction of the theoretical maximum amount of product (1.0 means a 100% yield; for example, 0.34 means a 34% yield). The reactants are [C:1]([C:5]1[N:9]([CH2:10][CH:11]2[CH2:16][CH2:15][O:14][CH2:13][CH2:12]2)[C:8]2[CH:17]=[CH:18][C:19]([S:21](Cl)(=[O:23])=[O:22])=[CH:20][C:7]=2[N:6]=1)([CH3:4])([CH3:3])[CH3:2].[CH2:25]([NH:27][CH2:28][CH3:29])[CH3:26]. The catalyst is CN(C1C=CN=CC=1)C.CC#N.CCOC(C)=O. The product is [C:1]([C:5]1[N:9]([CH2:10][CH:11]2[CH2:16][CH2:15][O:14][CH2:13][CH2:12]2)[C:8]2[CH:17]=[CH:18][C:19]([S:21]([N:27]([CH2:28][CH3:29])[CH2:25][CH3:26])(=[O:23])=[O:22])=[CH:20][C:7]=2[N:6]=1)([CH3:4])([CH3:3])[CH3:2]. The yield is 0.300.